From a dataset of Full USPTO retrosynthesis dataset with 1.9M reactions from patents (1976-2016). Predict the reactants needed to synthesize the given product. (1) Given the product [F:24][C:21]1[CH:22]=[CH:23][C:18]([C:17]2[S:16][C:15]([CH3:25])=[N:14][C:13]=2[C:11]([N:6]2[CH2:7][CH2:8][CH2:9][CH2:10][CH:5]2[CH2:4][C:3]([OH:26])=[O:2])=[O:12])=[CH:19][CH:20]=1, predict the reactants needed to synthesize it. The reactants are: C[O:2][C:3](=[O:26])[CH2:4][CH:5]1[CH2:10][CH2:9][CH2:8][CH2:7][N:6]1[C:11]([C:13]1[N:14]=[C:15]([CH3:25])[S:16][C:17]=1[C:18]1[CH:23]=[CH:22][C:21]([F:24])=[CH:20][CH:19]=1)=[O:12].[OH-].[Na+]. (2) Given the product [Br:15][CH2:14][C:1]1[CH:2]=[C:3]([C:7]2([C:10]([F:12])([F:11])[F:13])[N:9]=[N:8]2)[CH:4]=[CH:5][CH:6]=1, predict the reactants needed to synthesize it. The reactants are: [C:1]1([CH3:14])[CH:6]=[CH:5][CH:4]=[C:3]([C:7]2([C:10]([F:13])([F:12])[F:11])[N:9]=[N:8]2)[CH:2]=1.[Br:15]N1C(=O)CCC1=O.CC(N=NC(C#N)(C)C)(C#N)C. (3) Given the product [ClH:22].[CH3:1][N:2]([CH3:21])[C:3]([C@@H:5]1[CH2:10][CH2:9][CH2:8][CH2:7][NH:6]1)=[O:4], predict the reactants needed to synthesize it. The reactants are: [CH3:1][N:2]([CH3:21])[C:3]([C@@H:5]1[CH2:10][CH2:9][CH2:8][CH2:7][N:6]1C(OCC1C=CC=CC=1)=O)=[O:4].[ClH:22]. (4) Given the product [C:4](=[O:3])=[O:10].[NH3:24].[CH3:13][CH2:14][CH2:15][CH2:16][CH2:1][CH2:8][CH2:6][CH3:9], predict the reactants needed to synthesize it. The reactants are: [CH2:1]([O:3][CH2:4]C)C.[C:6]([O:10]C)([CH3:9])([CH3:8])C.O1[CH2:16][CH2:15][CH2:14][CH2:13]1.O1CCOCC1.C[N:24](C=O)C. (5) Given the product [Br:1][C:2]1[CH:3]=[N:4][C:5]2[N:6]([N:8]=[C:9]([C:11]([N:21]3[CH2:20][CH2:19][N:18]4[CH:23]=[C:15]([CH3:14])[N:16]=[C:17]4[CH2:22]3)=[O:13])[CH:10]=2)[CH:7]=1, predict the reactants needed to synthesize it. The reactants are: [Br:1][C:2]1[CH:3]=[N:4][C:5]2[N:6]([N:8]=[C:9]([C:11]([OH:13])=O)[CH:10]=2)[CH:7]=1.[CH3:14][C:15]1[N:16]=[C:17]2[CH2:22][NH:21][CH2:20][CH2:19][N:18]2[CH:23]=1. (6) The reactants are: C(O[CH:4](OCC)[CH2:5][Br:6])C.Br.[Br:11][C:12]1[C:17]([NH2:18])=[N:16][C:15](Br)=[CH:14][N:13]=1. Given the product [Br:11][C:12]1[N:13]2[CH:14]=[CH:15][N:16]=[C:4]2[C:5]([Br:6])=[N:18][CH:17]=1, predict the reactants needed to synthesize it. (7) Given the product [CH3:20][C:6]1[N:5]=[CH:4][N:3]=[C:2]([NH:21][CH2:22][C:23]2[O:27][C:26]([C:28]([O:30][CH3:31])=[O:29])=[CH:25][CH:24]=2)[C:7]=1[C:8]#[C:9][C:10]1[CH:15]=[CH:14][C:13]([C:16]([F:19])([F:18])[F:17])=[CH:12][CH:11]=1, predict the reactants needed to synthesize it. The reactants are: Cl[C:2]1[C:7]([C:8]#[C:9][C:10]2[CH:15]=[CH:14][C:13]([C:16]([F:19])([F:18])[F:17])=[CH:12][CH:11]=2)=[C:6]([CH3:20])[N:5]=[CH:4][N:3]=1.[NH2:21][CH2:22][C:23]1[O:27][C:26]([C:28]([O:30][CH3:31])=[O:29])=[CH:25][CH:24]=1. (8) Given the product [O:25]=[C:6]1[C:7]2([CH2:17][O:16][C:15]3[CH:18]=[C:19]4[C:23](=[CH:24][C:14]2=3)[CH2:22][CH2:21][O:20]4)[C:8]2[C:13](=[CH:12][CH:11]=[CH:10][CH:9]=2)[N:5]1[CH2:4][CH2:3][CH:2]=[O:1], predict the reactants needed to synthesize it. The reactants are: [OH:1][CH2:2][CH2:3][CH2:4][N:5]1[C:13]2[C:8](=[CH:9][CH:10]=[CH:11][CH:12]=2)[C:7]2([CH2:17][O:16][C:15]3[CH:18]=[C:19]4[C:23](=[CH:24][C:14]2=3)[CH2:22][CH2:21][O:20]4)[C:6]1=[O:25].CC(OI1(OC(C)=O)(OC(C)=O)OC(=O)C2C=CC=CC1=2)=O. (9) The reactants are: C([O:8][N:9]1[C:14]2[N:15]=[CH:16][N:17]=[CH:18][C:13]=2[C:12]([NH:19][CH3:20])=[CH:11][C:10]1=[O:21])C1C=CC=CC=1.[H][H]. Given the product [OH:8][N:9]1[C:14]2[N:15]=[CH:16][N:17]=[CH:18][C:13]=2[C:12]([NH:19][CH3:20])=[CH:11][C:10]1=[O:21], predict the reactants needed to synthesize it.